From a dataset of Catalyst prediction with 721,799 reactions and 888 catalyst types from USPTO. Predict which catalyst facilitates the given reaction. (1) Reactant: [CH2:1]([O:5][CH2:6][CH2:7][O:8][C:9]1[CH:14]=[CH:13][C:12]([C:15]2[CH:16]=[CH:17][C:18]3[N:24]([CH2:25][CH:26]([CH3:28])[CH3:27])[CH2:23][CH2:22][C:21]([C:29]([NH:31][C:32]4[CH:37]=[CH:36][C:35]([S:38][CH2:39][CH2:40][N:41]5[CH:45]=[CH:44][N:43]=[C:42]5[CH2:46][CH2:47][CH3:48])=[CH:34][CH:33]=4)=[O:30])=[CH:20][C:19]=3[CH:49]=2)=[CH:11][CH:10]=1)[CH2:2][CH2:3][CH3:4].ClC1C=CC=C(C(OO)=[O:58])C=1.S([O-])([O-])(=O)=S.[Na+].[Na+]. Product: [CH2:1]([O:5][CH2:6][CH2:7][O:8][C:9]1[CH:14]=[CH:13][C:12]([C:15]2[CH:16]=[CH:17][C:18]3[N:24]([CH2:25][CH:26]([CH3:27])[CH3:28])[CH2:23][CH2:22][C:21]([C:29]([NH:31][C:32]4[CH:33]=[CH:34][C:35]([S:38]([CH2:39][CH2:40][N:41]5[CH:45]=[CH:44][N:43]=[C:42]5[CH2:46][CH2:47][CH3:48])=[O:58])=[CH:36][CH:37]=4)=[O:30])=[CH:20][C:19]=3[CH:49]=2)=[CH:11][CH:10]=1)[CH2:2][CH2:3][CH3:4]. The catalyst class is: 2. (2) Reactant: [CH2:1]([O:3][C:4]1[CH:9]=[C:8]([CH2:10][C:11]2[CH:16]=[CH:15][CH:14]=[CH:13][N:12]=2)[CH:7]=[CH:6][C:5]=1[CH2:17][CH2:18][C:19](OC)=[O:20])[CH3:2].[H-].[Al+3].[Li+].[H-].[H-].[H-].O.O.O.O.O.O.O.O.O.O.S([O-])([O-])(=O)=O.[Na+].[Na+]. Product: [CH2:1]([O:3][C:4]1[CH:9]=[C:8]([CH2:10][C:11]2[CH:16]=[CH:15][CH:14]=[CH:13][N:12]=2)[CH:7]=[CH:6][C:5]=1[CH2:17][CH2:18][CH2:19][OH:20])[CH3:2]. The catalyst class is: 7. (3) Reactant: [CH3:1][C:2]([C:4]1[CH:9]=[C:8](Br)[CH:7]=[CH:6][C:5]=1[OH:11])=[O:3].[Cu](C#N)[C:13]#[N:14].CCOCC. Product: [C:2]([C:4]1[CH:9]=[C:8]([CH:7]=[CH:6][C:5]=1[OH:11])[C:13]#[N:14])(=[O:3])[CH3:1]. The catalyst class is: 3. (4) Reactant: [CH3:1][C:2]1[N:3]=[C:4]([C:7](=[O:9])[CH3:8])[S:5][CH:6]=1.C1C(=O)N([Br:17])C(=O)C1. Product: [Br:17][CH2:1][C:2]1[N:3]=[C:4]([C:7](=[O:9])[CH3:8])[S:5][CH:6]=1. The catalyst class is: 855. (5) Reactant: [H-].[Na+].[CH3:3][O:4][C:5](=[O:28])[CH:6]([O:20][C:21]1[CH:26]=[CH:25][C:24]([Cl:27])=[CH:23][CH:22]=1)[CH2:7][CH2:8]OS(C1C=CC(C)=CC=1)(=O)=O. Product: [CH3:3][O:4][C:5]([C:6]1([O:20][C:21]2[CH:22]=[CH:23][C:24]([Cl:27])=[CH:25][CH:26]=2)[CH2:7][CH2:8]1)=[O:28]. The catalyst class is: 57.